Dataset: Forward reaction prediction with 1.9M reactions from USPTO patents (1976-2016). Task: Predict the product of the given reaction. (1) Given the reactants O1CCOCC1.[CH3:7][C:8]1[CH:13]=[CH:12][C:11]([C:14]2[O:15][C:16]([CH3:37])=[C:17]([CH2:19][CH2:20][O:21][C:22]3[CH:31]=[CH:30][CH:29]=[C:28]4[C:23]=3[CH2:24][CH2:25][CH:26]=[C:27]4[CH2:32][CH2:33][C:34]([NH2:36])=O)[N:18]=2)=[CH:10][CH:9]=1.FC(F)(F)C(O)=O, predict the reaction product. The product is: [CH3:7][C:8]1[CH:9]=[CH:10][C:11]([C:14]2[O:15][C:16]([CH3:37])=[C:17]([CH2:19][CH2:20][O:21][C:22]3[CH:31]=[CH:30][CH:29]=[C:28]4[C:23]=3[CH2:24][CH2:25][CH:26]=[C:27]4[CH2:32][CH2:33][C:34]#[N:36])[N:18]=2)=[CH:12][CH:13]=1. (2) The product is: [C:31]([O:35][C:36]([N:38]1[CH2:43][CH2:42][CH:41]([S:44][C:2]2[C:7]3[C:8]4[CH:22]=[C:21]([C:23]5[CH:24]=[N:25][N:26]([CH3:28])[CH:27]=5)[CH:20]=[N:19][C:9]=4[N:10]([CH2:11][O:12][CH2:13][CH2:14][Si:15]([CH3:18])([CH3:17])[CH3:16])[C:6]=3[CH:5]=[N:4][C:3]=2[C:29]#[N:30])[CH2:40][CH2:39]1)=[O:37])([CH3:34])([CH3:32])[CH3:33]. Given the reactants Br[C:2]1[C:7]2[C:8]3[CH:22]=[C:21]([C:23]4[CH:24]=[N:25][N:26]([CH3:28])[CH:27]=4)[CH:20]=[N:19][C:9]=3[N:10]([CH2:11][O:12][CH2:13][CH2:14][Si:15]([CH3:18])([CH3:17])[CH3:16])[C:6]=2[CH:5]=[N:4][C:3]=1[C:29]#[N:30].[C:31]([O:35][C:36]([N:38]1[CH2:43][CH2:42][CH:41]([SH:44])[CH2:40][CH2:39]1)=[O:37])([CH3:34])([CH3:33])[CH3:32].CC(C)([O-])C.[Na+], predict the reaction product. (3) Given the reactants Br[C:2]1[N:7]=[CH:6][C:5]([CH:8]2[C:17]3[C:12](=[CH:13][C:14]([O:18][CH2:19][CH2:20][CH2:21][N:22]4[CH2:27][CH2:26][CH:25]([F:28])[CH2:24][CH2:23]4)=[CH:15][CH:16]=3)[CH2:11][N:10]([CH3:29])[CH2:9]2)=[CH:4][CH:3]=1.C([O-])([O-])=O.[K+].[K+].[NH:36]1[CH:40]=[CH:39][N:38]=[CH:37]1, predict the reaction product. The product is: [F:28][CH:25]1[CH2:26][CH2:27][N:22]([CH2:21][CH2:20][CH2:19][O:18][C:14]2[CH:13]=[C:12]3[C:17]([CH:8]([C:5]4[CH:6]=[N:7][C:2]([N:36]5[CH:40]=[CH:39][N:38]=[CH:37]5)=[CH:3][CH:4]=4)[CH2:9][N:10]([CH3:29])[CH2:11]3)=[CH:16][CH:15]=2)[CH2:23][CH2:24]1. (4) Given the reactants ClC1C=C([C:8]2[CH:9]=[C:10]([CH:14]=[C:15](C3C=CC=C(Cl)C=3)[C:16]=2[O:17][CH2:18]CO)[C:11]([OH:13])=[O:12])C=CC=1.COC1C=CC(C(OCCCCCCN)=O)=CC=1, predict the reaction product. The product is: [CH3:18][O:17][C:16]1[CH:15]=[CH:14][C:10]([C:11]([OH:13])=[O:12])=[CH:9][CH:8]=1. (5) Given the reactants Cl.[S:2]([N:12]1[C:16]2=[N:17][CH:18]=[C:19]([CH2:21][NH2:22])[N:20]=[C:15]2[CH:14]=[CH:13]1)([C:5]1[CH:11]=[CH:10][C:8]([CH3:9])=[CH:7][CH:6]=1)(=[O:4])=[O:3].[CH:23]1([C:29](Cl)=[O:30])[CH2:28][CH2:27][CH2:26][CH2:25][CH2:24]1.CCN(C(C)C)C(C)C.C([O-])(O)=O.[Na+], predict the reaction product. The product is: [S:2]([N:12]1[C:16]2=[N:17][CH:18]=[C:19]([CH2:21][NH:22][C:29]([CH:23]3[CH2:28][CH2:27][CH2:26][CH2:25][CH2:24]3)=[O:30])[N:20]=[C:15]2[CH:14]=[CH:13]1)([C:5]1[CH:6]=[CH:7][C:8]([CH3:9])=[CH:10][CH:11]=1)(=[O:3])=[O:4].